From a dataset of Full USPTO retrosynthesis dataset with 1.9M reactions from patents (1976-2016). Predict the reactants needed to synthesize the given product. Given the product [Br:30][C:31]1[CH:36]=[CH:35][C:34]([CH2:37][N:25]2[CH:29]=[CH:28][CH:27]=[N:26]2)=[CH:33][CH:32]=1, predict the reactants needed to synthesize it. The reactants are: CC(C)([O-])C.[K+].C1OCCOCCOCCOCCOCCOC1.[NH:25]1[CH:29]=[CH:28][CH:27]=[N:26]1.[Br:30][C:31]1[CH:36]=[CH:35][C:34]([CH2:37]Br)=[CH:33][CH:32]=1.